From a dataset of Full USPTO retrosynthesis dataset with 1.9M reactions from patents (1976-2016). Predict the reactants needed to synthesize the given product. (1) Given the product [NH2:1][C:2]1[CH:7]=[C:6]([C:8]2[CH:13]=[CH:12][C:11]([Cl:14])=[C:10]([O:15][CH3:16])[C:9]=2[F:17])[N:5]=[C:4]([C:18]([O:20][CH2:21][CH3:23])=[O:19])[C:3]=1[Cl:22], predict the reactants needed to synthesize it. The reactants are: [NH2:1][C:2]1[CH:7]=[C:6]([C:8]2[CH:13]=[CH:12][C:11]([Cl:14])=[C:10]([O:15][CH3:16])[C:9]=2[F:17])[N:5]=[C:4]([C:18]([O:20][CH3:21])=[O:19])[C:3]=1[Cl:22].[CH2:23](O)C. (2) Given the product [F:21][C:22]1[CH:27]=[CH:26][C:25]([O:28][C:2]2[CH:3]=[N:4][C:5]([N:8]3[CH2:13][CH2:12][N:11]([C:14]([O:16][C:17]([CH3:20])([CH3:19])[CH3:18])=[O:15])[CH2:10][CH2:9]3)=[N:6][CH:7]=2)=[CH:24][CH:23]=1, predict the reactants needed to synthesize it. The reactants are: Br[C:2]1[CH:3]=[N:4][C:5]([N:8]2[CH2:13][CH2:12][N:11]([C:14]([O:16][C:17]([CH3:20])([CH3:19])[CH3:18])=[O:15])[CH2:10][CH2:9]2)=[N:6][CH:7]=1.[F:21][C:22]1[CH:27]=[CH:26][C:25]([OH:28])=[CH:24][CH:23]=1.C([O-])([O-])=O.[Cs+].[Cs+]. (3) Given the product [OH-:6].[NH4+:4].[CH:1]1([NH:4][C:5](=[O:6])[NH:7][C:8]2[CH:13]=[CH:12][C:11]([O:14][C:15]3[CH:20]=[CH:19][N:18]=[C:17]4[CH:21]=[C:22]([C:24]5[N:25]=[CH:26][C:27]([CH2:30][N:31]6[CH2:32][CH2:33][N:34]([CH2:42][CH2:41][C:40]([NH:39][CH3:38])=[O:43])[CH2:35][CH2:36]6)=[CH:28][CH:29]=5)[S:23][C:16]=34)=[C:10]([F:37])[CH:9]=2)[CH2:3][CH2:2]1, predict the reactants needed to synthesize it. The reactants are: [CH:1]1([NH:4][C:5]([NH:7][C:8]2[CH:13]=[CH:12][C:11]([O:14][C:15]3[CH:20]=[CH:19][N:18]=[C:17]4[CH:21]=[C:22]([C:24]5[CH:29]=[CH:28][C:27]([CH2:30][N:31]6[CH2:36][CH2:35][NH:34][CH2:33][CH2:32]6)=[CH:26][N:25]=5)[S:23][C:16]=34)=[C:10]([F:37])[CH:9]=2)=[O:6])[CH2:3][CH2:2]1.[CH3:38][NH:39][C:40](=[O:43])[CH:41]=[CH2:42]. (4) The reactants are: [C:1](OC(=O)C)(=[O:3])[CH3:2].[NH2:8][C:9](=[O:37])[CH2:10][C:11]1([NH:17][C:18]([C:20]2[CH:25]=[CH:24][C:23]([CH:26]3[CH2:28][CH2:27]3)=[C:22]([CH2:29][C:30]3[CH:35]=[CH:34][C:33]([F:36])=[CH:32][CH:31]=3)[N:21]=2)=[O:19])[CH2:16][CH2:15][NH:14][CH2:13][CH2:12]1.Cl. Given the product [C:1]([N:14]1[CH2:15][CH2:16][C:11]([NH:17][C:18]([C:20]2[CH:25]=[CH:24][C:23]([CH:26]3[CH2:28][CH2:27]3)=[C:22]([CH2:29][C:30]3[CH:35]=[CH:34][C:33]([F:36])=[CH:32][CH:31]=3)[N:21]=2)=[O:19])([CH2:10][C:9]([NH2:8])=[O:37])[CH2:12][CH2:13]1)(=[O:3])[CH3:2], predict the reactants needed to synthesize it. (5) Given the product [Cl:1][C:2]1[CH:3]=[CH:4][C:5]([C:8]2[CH:9]=[C:10]([F:15])[C:11]([NH:16][NH2:17])=[N:12][CH:13]=2)=[N:6][CH:7]=1, predict the reactants needed to synthesize it. The reactants are: [Cl:1][C:2]1[CH:3]=[CH:4][C:5]([C:8]2[CH:9]=[C:10]([F:15])[C:11](F)=[N:12][CH:13]=2)=[N:6][CH:7]=1.[NH2:16][NH2:17]. (6) Given the product [C:1]([O:6][CH3:7])(=[O:5])[C:2]([CH3:4])=[CH2:3].[C:8]([O:12][CH2:13][CH2:14][O:15][CH3:16])(=[O:11])[CH:9]=[CH2:10].[C:17]([O:22][CH2:23][C:24]1[CH:25]=[CH:26][CH:27]=[CH:28][CH:29]=1)(=[O:21])[C:18]([CH3:20])=[CH2:19].[C:30]([OH:35])(=[O:34])[C:31]([CH3:33])=[CH2:32], predict the reactants needed to synthesize it. The reactants are: [C:1]([O:6][CH3:7])(=[O:5])[C:2]([CH3:4])=[CH2:3].[C:8]([O:12][CH2:13][CH2:14][O:15][CH3:16])(=[O:11])[CH:9]=[CH2:10].[C:17]([O:22][CH2:23][C:24]1[CH:29]=[CH:28][CH:27]=[CH:26][CH:25]=1)(=[O:21])[C:18]([CH3:20])=[CH2:19].[C:30]([OH:35])(=[O:34])[C:31]([CH3:33])=[CH2:32].N(C(C)(C)C(OC)=O)=NC(C)(C)C(OC)=O. (7) Given the product [Cl:15][C:6]1[CH:5]=[C:4]([C:3]#[N:2])[CH:9]=[CH:8][C:7]=1[NH:10][S:11]([CH3:14])(=[O:13])=[O:12], predict the reactants needed to synthesize it. The reactants are: Cl.[NH2:2][CH2:3][C:4]1[CH:9]=[CH:8][C:7]([NH:10][S:11]([CH3:14])(=[O:13])=[O:12])=[C:6]([Cl:15])[CH:5]=1.C(C1C=CC(OCC(O)=O)=CC=1)(C)(C)C.Cl.C(N=C=NCCCN(C)C)C.C(N(CC)CC)C.